Dataset: NCI-60 drug combinations with 297,098 pairs across 59 cell lines. Task: Regression. Given two drug SMILES strings and cell line genomic features, predict the synergy score measuring deviation from expected non-interaction effect. Drug 1: CN(C)C1=NC(=NC(=N1)N(C)C)N(C)C. Drug 2: COCCOC1=C(C=C2C(=C1)C(=NC=N2)NC3=CC=CC(=C3)C#C)OCCOC.Cl. Cell line: K-562. Synergy scores: CSS=-6.60, Synergy_ZIP=4.64, Synergy_Bliss=-1.48, Synergy_Loewe=-9.11, Synergy_HSA=-6.96.